This data is from Forward reaction prediction with 1.9M reactions from USPTO patents (1976-2016). The task is: Predict the product of the given reaction. (1) The product is: [CH3:18][C:19]1[CH:25]=[CH:24][C:23]([N+:26]([O-:28])=[O:27])=[CH:22][C:20]=1[NH:21][C:2]1[CH:7]=[C:6]([C:8]([F:11])([F:10])[F:9])[N:5]=[C:4]([C:12]2[CH:13]=[N:14][CH:15]=[CH:16][CH:17]=2)[N:3]=1. Given the reactants Cl[C:2]1[CH:7]=[C:6]([C:8]([F:11])([F:10])[F:9])[N:5]=[C:4]([C:12]2[CH:13]=[N:14][CH:15]=[CH:16][CH:17]=2)[N:3]=1.[CH3:18][C:19]1[CH:25]=[CH:24][C:23]([N+:26]([O-:28])=[O:27])=[CH:22][C:20]=1[NH2:21].Cl.[OH-].[Na+], predict the reaction product. (2) The product is: [Cl:52][C:53]1[CH:58]=[C:57]([F:59])[CH:56]=[CH:55][C:54]=1[N:6]1[CH2:7][C:2]([CH3:17])([CH3:1])[C:3]2[O:10][C:9]([C:11]3[CH:16]=[CH:15][CH:14]=[CH:13][N:12]=3)=[N:8][C:4]=2[CH2:5]1. Given the reactants [CH3:1][C:2]1([CH3:17])[CH2:7][NH:6][CH2:5][C:4]2[N:8]=[C:9]([C:11]3[CH:16]=[CH:15][CH:14]=[CH:13][N:12]=3)[O:10][C:3]1=2.CC(C1C=C(C(C)C)C(C2C=CC=CC=2P(C2CCCCC2)C2CCCCC2)=C(C(C)C)C=1)C.[Cl:52][C:53]1[CH:58]=[C:57]([F:59])[CH:56]=[CH:55][C:54]=1I, predict the reaction product. (3) Given the reactants Cl[C:2]1[C:7]([C:8]2[CH:13]=[CH:12][CH:11]=[CH:10][CH:9]=2)=[C:6]([Cl:14])[N:5]=[C:4]([S:15][CH3:16])[N:3]=1.[Cl:17][C:18]1[CH:23]=[CH:22][C:21](B(O)O)=[CH:20][CH:19]=1.C([O-])([O-])=O.[Na+].[Na+].O, predict the reaction product. The product is: [Cl:14][C:6]1[C:7]([C:8]2[CH:13]=[CH:12][CH:11]=[CH:10][CH:9]=2)=[C:2]([C:21]2[CH:22]=[CH:23][C:18]([Cl:17])=[CH:19][CH:20]=2)[N:3]=[C:4]([S:15][CH3:16])[N:5]=1. (4) Given the reactants [N:1]1[C:9]2[C:4](=[N:5][CH:6]=[CH:7][CH:8]=2)[O:3][C:2]=1[C:10]1[CH:19]=[CH:18][C:13]([C:14]([O:16]C)=[O:15])=[CH:12][CH:11]=1.[Li+].[OH-], predict the reaction product. The product is: [N:1]1[C:9]2[C:4](=[N:5][CH:6]=[CH:7][CH:8]=2)[O:3][C:2]=1[C:10]1[CH:19]=[CH:18][C:13]([C:14]([OH:16])=[O:15])=[CH:12][CH:11]=1. (5) Given the reactants Br[C:2]1[N:3]=[C:4]2[C:10]([CH:11]=[O:12])=[CH:9][N:8]([CH2:13][O:14][CH2:15][CH2:16][Si:17]([CH3:20])([CH3:19])[CH3:18])[C:5]2=[N:6][CH:7]=1.[CH3:21][O:22][C:23]1[CH:24]=[C:25]2[C:29](=[CH:30][CH:31]=1)[N:28]([CH3:32])[N:27]=[C:26]2[Sn](CCCC)(CCCC)CCCC, predict the reaction product. The product is: [CH3:21][O:22][C:23]1[CH:24]=[C:25]2[C:29](=[CH:30][CH:31]=1)[N:28]([CH3:32])[N:27]=[C:26]2[C:2]1[N:3]=[C:4]2[C:10]([CH:11]=[O:12])=[CH:9][N:8]([CH2:13][O:14][CH2:15][CH2:16][Si:17]([CH3:20])([CH3:19])[CH3:18])[C:5]2=[N:6][CH:7]=1. (6) Given the reactants [CH3:1][O-:2].[Na+].[Cl:4][C:5]1[CH:14]=[C:13](F)[C:12]([N+:16]([O-:18])=[O:17])=[CH:11][C:6]=1[C:7]([O:9][CH3:10])=[O:8], predict the reaction product. The product is: [Cl:4][C:5]1[CH:14]=[C:13]([O:2][CH3:1])[C:12]([N+:16]([O-:18])=[O:17])=[CH:11][C:6]=1[C:7]([O:9][CH3:10])=[O:8]. (7) Given the reactants [CH3:1][N:2]1[CH:6]=[C:5]([CH:7]=O)[CH:4]=[N:3]1.[CH3:9][C:10]1[N:11]=[N:12][N:13]([CH2:15][C:16]2[CH:21]=[C:20]([C:22]([F:25])([F:24])[F:23])[CH:19]=[CH:18][C:17]=2/[CH:26]=[CH:27]/[C:28]([N:30]2[CH2:35][CH2:34][NH:33][CH2:32][CH2:31]2)=[O:29])[N:14]=1.C(O)(=O)C.Cl, predict the reaction product. The product is: [CH3:1][N:2]1[CH:6]=[C:5]([CH2:7][N:33]2[CH2:34][CH2:35][N:30]([C:28](=[O:29])/[CH:27]=[CH:26]/[C:17]3[CH:18]=[CH:19][C:20]([C:22]([F:25])([F:24])[F:23])=[CH:21][C:16]=3[CH2:15][N:13]3[N:12]=[N:11][C:10]([CH3:9])=[N:14]3)[CH2:31][CH2:32]2)[CH:4]=[N:3]1. (8) Given the reactants Br[C:2]1[CH:7]=[CH:6][C:5]([CH:8]2[O:13][CH2:12][CH2:11]C[O:9]2)=[CH:4][CH:3]=1.C([Li])CCC.[CH2:19]([S:26][S:26][CH2:19][C:20]1[CH:25]=[CH:24][CH:23]=[CH:22][CH:21]=1)[C:20]1[CH:25]=[CH:24][CH:23]=[CH:22][CH:21]=1, predict the reaction product. The product is: [CH2:19]([S:26][C:2]1[CH:3]=[CH:4][C:5]([CH:8]2[O:9][CH2:11][CH2:12][O:13]2)=[CH:6][CH:7]=1)[C:20]1[CH:25]=[CH:24][CH:23]=[CH:22][CH:21]=1. (9) The product is: [Br:8][C:5]1[CH:6]=[CH:7][C:2]([CH2:14][C:13]([NH2:17])=[O:15])=[C:3]([C:9]([F:12])([F:11])[F:10])[CH:4]=1. Given the reactants N[C:2]1[CH:7]=[CH:6][C:5]([Br:8])=[CH:4][C:3]=1[C:9]([F:12])([F:11])[F:10].[C:13](Cl)(=[O:15])[CH3:14].[N:17]1C=CC=CC=1, predict the reaction product. (10) Given the reactants [CH:1]1([CH2:4][O:5][C:6]2[CH:7]=[C:8]([CH:13]=[CH:14][C:15]=2[CH:16]=[O:17])[C:9]([O:11]C)=[O:10])[CH2:3][CH2:2]1.[OH-].[Li+].O, predict the reaction product. The product is: [CH:1]1([CH2:4][O:5][C:6]2[CH:7]=[C:8]([CH:13]=[CH:14][C:15]=2[CH:16]=[O:17])[C:9]([OH:11])=[O:10])[CH2:3][CH2:2]1.